This data is from Forward reaction prediction with 1.9M reactions from USPTO patents (1976-2016). The task is: Predict the product of the given reaction. (1) Given the reactants [Cl:1][C:2]1[CH:3]=[CH:4][C:5]2[NH:11][C:10](=O)[C@@H:9]([CH2:13][C:14]([O:16][CH2:17][CH3:18])=[O:15])[O:8][C@H:7]([C:19]3[CH:24]=[CH:23][CH:22]=[C:21]([O:25][CH3:26])[C:20]=3[O:27][C:28]([F:31])([F:30])[F:29])[C:6]=2[CH:32]=1.C(=O)([O-])O.[Na+].P12(SP3(SP(SP(S3)(S1)=S)(=S)S2)=S)=[S:39], predict the reaction product. The product is: [Cl:1][C:2]1[CH:3]=[CH:4][C:5]2[NH:11][C:10](=[S:39])[C@@H:9]([CH2:13][C:14]([O:16][CH2:17][CH3:18])=[O:15])[O:8][C@H:7]([C:19]3[CH:24]=[CH:23][CH:22]=[C:21]([O:25][CH3:26])[C:20]=3[O:27][C:28]([F:31])([F:30])[F:29])[C:6]=2[CH:32]=1. (2) Given the reactants [Cl:1][C:2]1[CH:7]=[CH:6][C:5]([O:8][C:9]2[CH:16]=[CH:15][C:14]([CH2:17][CH2:18]I)=[CH:13][C:10]=2[C:11]#[N:12])=[CH:4][C:3]=1[C:20]([F:23])([F:22])[F:21].C([O-])([O-])=O.[K+].[K+].[N:30]1[CH:35]=[C:34]([CH2:36][C:37]2[C:38](=[O:44])[NH:39][C:40](=[S:43])[NH:41][CH:42]=2)[CH:33]=[N:32][CH:31]=1, predict the reaction product. The product is: [Cl:1][C:2]1[CH:7]=[CH:6][C:5]([O:8][C:9]2[CH:16]=[CH:15][C:14]([CH2:17][CH2:18][S:43][C:40]3[NH:41][CH:42]=[C:37]([CH2:36][C:34]4[CH:33]=[N:32][CH:31]=[N:30][CH:35]=4)[C:38](=[O:44])[N:39]=3)=[CH:13][C:10]=2[C:11]#[N:12])=[CH:4][C:3]=1[C:20]([F:23])([F:22])[F:21]. (3) Given the reactants CN(C(ON1N=NC2C=CC=NC1=2)=[N+](C)C)C.F[P-](F)(F)(F)(F)F.Cl.Cl.[Cl:27][C:28]1[C:29]([F:54])=[C:30]([CH:51]=[CH:52][CH:53]=1)[NH:31][C:32]1[C:41]2[C:36](=[CH:37][C:38]([O:49][CH3:50])=[C:39]([O:42][CH:43]3[CH2:48][CH2:47][CH2:46][NH:45][CH2:44]3)[CH:40]=2)[N:35]=[CH:34][N:33]=1.C(N(C(C)C)CC)(C)C.[CH3:64][N:65]1[CH2:72][CH2:71][CH2:70][C@H:66]1[C:67](O)=[O:68], predict the reaction product. The product is: [Cl:27][C:28]1[C:29]([F:54])=[C:30]([CH:51]=[CH:52][CH:53]=1)[NH:31][C:32]1[C:41]2[C:36](=[CH:37][C:38]([O:49][CH3:50])=[C:39]([O:42][CH:43]3[CH2:48][CH2:47][CH2:46][N:45]([C:67]([C@@H:66]4[CH2:70][CH2:71][CH2:72][N:65]4[CH3:64])=[O:68])[CH2:44]3)[CH:40]=2)[N:35]=[CH:34][N:33]=1. (4) The product is: [ClH:1].[Cl:1][C:2]1[CH:7]=[CH:6][C:5]2[NH:8][C:9]3[CH:16]=[CH:15][CH:14]=[CH:13][C:10]=3[C:11]([NH2:12])=[N:17][C:4]=2[CH:3]=1. Given the reactants [Cl:1][C:2]1[CH:7]=[CH:6][C:5]([NH:8][C:9]2[CH:16]=[CH:15][CH:14]=[CH:13][C:10]=2[C:11]#[N:12])=[C:4]([N+:17]([O-])=O)[CH:3]=1, predict the reaction product. (5) Given the reactants [Li]CCCC.Br[C:7]1[CH:12]=[C:11]([CH:13]([C:18]([CH3:21])([CH3:20])[CH3:19])[O:14][SiH:15]([CH3:17])[CH3:16])[CH:10]=[C:9]([CH:22]([C:27]([CH3:30])([CH3:29])[CH3:28])[O:23][SiH:24]([CH3:26])[CH3:25])[CH:8]=1.[CH3:31][C:32]([CH3:34])=[O:33].[NH4+].[Cl-], predict the reaction product. The product is: [OH:33][C:32]([C:7]1[CH:12]=[C:11]([CH:13]([C:18]([CH3:20])([CH3:19])[CH3:21])[O:14][SiH:15]([CH3:17])[CH3:16])[CH:10]=[C:9]([CH:22]([C:27]([CH3:30])([CH3:28])[CH3:29])[O:23][SiH:24]([CH3:25])[CH3:26])[CH:8]=1)([CH3:34])[CH3:31].